Dataset: Forward reaction prediction with 1.9M reactions from USPTO patents (1976-2016). Task: Predict the product of the given reaction. (1) The product is: [Cl:16][C:17]1[CH:22]=[C:21]([Cl:23])[CH:20]=[C:19]([CH3:24])[C:18]=1[S:25]([NH:1][C:2]1[S:3][CH:4]=[C:5]([C:7]([CH3:14])([CH3:15])[CH2:8][C:9]([O:11][CH2:12][CH3:13])=[O:10])[N:6]=1)(=[O:27])=[O:26]. Given the reactants [NH2:1][C:2]1[S:3][CH:4]=[C:5]([C:7]([CH3:15])([CH3:14])[CH2:8][C:9]([O:11][CH2:12][CH3:13])=[O:10])[N:6]=1.[Cl:16][C:17]1[CH:22]=[C:21]([Cl:23])[CH:20]=[C:19]([CH3:24])[C:18]=1[S:25](Cl)(=[O:27])=[O:26], predict the reaction product. (2) Given the reactants C([O:3][C:4](=[O:15])[C:5]1[CH:10]=[CH:9][CH:8]=[CH:7][C:6]=1[S:11](=[O:14])(=[O:13])[NH2:12])C.Br[CH2:17][CH2:18][CH2:19][N:20]1[C:29](=[O:30])[C:28]2[CH:31]=[CH:32][CH:33]=[C:26]3[C:27]=2[C:22](=[CH:23][CH:24]=[CH:25]3)[C:21]1=[O:34], predict the reaction product. The product is: [O:34]=[C:21]1[C:22]2[C:27]3[C:26](=[CH:33][CH:32]=[CH:31][C:28]=3[C:29](=[O:30])[N:20]1[CH2:19][CH2:18][CH2:17][NH:12][S:11]([C:6]1[CH:7]=[CH:8][CH:9]=[CH:10][C:5]=1[C:4]([OH:3])=[O:15])(=[O:13])=[O:14])[CH:25]=[CH:24][CH:23]=2. (3) Given the reactants [O:1]=[C:2]1[CH:7]([N:8]2[C:16](=[O:17])[C:15]3[C:10](=[CH:11][CH:12]=[C:13]([C:18]#[N:19])[CH:14]=3)[C:9]2=[O:20])[CH2:6][CH2:5][C:4](=[O:21])[NH:3]1.[ClH:22].O, predict the reaction product. The product is: [ClH:22].[NH2:19][CH2:18][C:13]1[CH:14]=[C:15]2[C:10](=[CH:11][CH:12]=1)[C:9](=[O:20])[N:8]([CH:7]1[CH2:6][CH2:5][C:4](=[O:21])[NH:3][C:2]1=[O:1])[C:16]2=[O:17]. (4) Given the reactants [CH3:1][C:2]1[N:6]([C:7]2[CH:12]=[CH:11][CH:10]=[CH:9][N:8]=2)[C:5]2[CH:13]=[CH:14][CH:15]=[CH:16][C:4]=2[N:3]=1.[NH:17]1[CH:21]=[CH:20][N:19]=[C:18]1[CH:22]=O.Cl.Cl.N1C=CC=CC=1N1C2C=CC=CC=2N=C1/C=C/C1C=CC=CN=1.[C:49]([OH:54])(=[O:53])[C:50]([OH:52])=[O:51], predict the reaction product. The product is: [C:49]([OH:54])(=[O:53])[C:50]([OH:52])=[O:51].[N:8]1[CH:9]=[CH:10][CH:11]=[CH:12][C:7]=1[N:6]1[C:5]2[CH:13]=[CH:14][CH:15]=[CH:16][C:4]=2[N:3]=[C:2]1[CH:1]=[CH:22][C:18]1[NH:17][CH:21]=[CH:20][N:19]=1. (5) Given the reactants [CH:1]1([NH:5][C:6]([C@@H:8]2[CH2:12][CH2:11][CH2:10][N:9]2[C:13](=[O:30])[CH2:14][O:15][C:16]2[N:20]([C:21]3[CH:26]=[CH:25][CH:24]=[CH:23][CH:22]=3)[N:19]=[C:18]([C:27](O)=[O:28])[CH:17]=2)=[O:7])[CH2:4][CH2:3][CH2:2]1.C1C=CC2N(O)N=NC=2C=1.CCN(C(C)C)C(C)C.[CH2:50]([O:54][C:55]([N:57]1[CH2:62][CH2:61][N:60]([C:63](=[O:78])[C@@H:64]([NH2:77])[CH2:65][CH2:66][CH2:67][CH2:68][O:69][CH2:70][C:71]2[CH:76]=[CH:75][CH:74]=[CH:73][CH:72]=2)[CH2:59][CH2:58]1)=[O:56])[CH2:51][CH2:52][CH3:53], predict the reaction product. The product is: [CH2:50]([O:54][C:55]([N:57]1[CH2:58][CH2:59][N:60]([C:63](=[O:78])[C@@H:64]([NH:77][C:27]([C:18]2[CH:17]=[C:16]([O:15][CH2:14][C:13]([N:9]3[CH2:10][CH2:11][CH2:12][C@H:8]3[C:6](=[O:7])[NH:5][CH:1]3[CH2:4][CH2:3][CH2:2]3)=[O:30])[N:20]([C:21]3[CH:22]=[CH:23][CH:24]=[CH:25][CH:26]=3)[N:19]=2)=[O:28])[CH2:65][CH2:66][CH2:67][CH2:68][O:69][CH2:70][C:71]2[CH:72]=[CH:73][CH:74]=[CH:75][CH:76]=2)[CH2:61][CH2:62]1)=[O:56])[CH2:51][CH2:52][CH3:53]. (6) Given the reactants [O:1]1[C:5]2[CH:6]=[CH:7][CH:8]=[CH:9][C:4]=2[CH:3]=[C:2]1[C:10]([NH:12][C:13]1([C:19]([NH:21][CH:22]2[CH2:27][CH2:26][N:25]([C:28]3[CH:33]=[CH:32][CH:31]=[CH:30][C:29]=3[C:34](=[O:38])[N:35]([CH3:37])[CH3:36])[CH2:24][CH:23]2[OH:39])=[O:20])[CH2:18][CH2:17][CH2:16][CH2:15][CH2:14]1)=[O:11].C(N(CC)CC)C, predict the reaction product. The product is: [O:1]1[C:5]2[CH:6]=[CH:7][CH:8]=[CH:9][C:4]=2[CH:3]=[C:2]1[C:10]([NH:12][C:13]1([C:19]([NH:21][CH:22]2[CH2:27][CH2:26][N:25]([C:28]3[CH:33]=[CH:32][CH:31]=[CH:30][C:29]=3[C:34](=[O:38])[N:35]([CH3:36])[CH3:37])[CH2:24][C:23]2=[O:39])=[O:20])[CH2:18][CH2:17][CH2:16][CH2:15][CH2:14]1)=[O:11].